Regression. Given two drug SMILES strings and cell line genomic features, predict the synergy score measuring deviation from expected non-interaction effect. From a dataset of NCI-60 drug combinations with 297,098 pairs across 59 cell lines. (1) Drug 1: C1C(C(OC1N2C=NC(=NC2=O)N)CO)O. Drug 2: C(CCl)NC(=O)N(CCCl)N=O. Cell line: MOLT-4. Synergy scores: CSS=42.3, Synergy_ZIP=-0.507, Synergy_Bliss=0.810, Synergy_Loewe=3.21, Synergy_HSA=4.47. (2) Drug 1: CC1=CC=C(C=C1)C2=CC(=NN2C3=CC=C(C=C3)S(=O)(=O)N)C(F)(F)F. Drug 2: C1C(C(OC1N2C=NC3=C(N=C(N=C32)Cl)N)CO)O. Cell line: UO-31. Synergy scores: CSS=43.5, Synergy_ZIP=-0.107, Synergy_Bliss=-1.17, Synergy_Loewe=-28.2, Synergy_HSA=-1.10. (3) Drug 1: COC1=CC(=CC(=C1O)OC)C2C3C(COC3=O)C(C4=CC5=C(C=C24)OCO5)OC6C(C(C7C(O6)COC(O7)C8=CC=CS8)O)O. Drug 2: CC1=C(C=C(C=C1)C(=O)NC2=CC(=CC(=C2)C(F)(F)F)N3C=C(N=C3)C)NC4=NC=CC(=N4)C5=CN=CC=C5. Cell line: NCIH23. Synergy scores: CSS=59.0, Synergy_ZIP=3.76, Synergy_Bliss=5.68, Synergy_Loewe=-13.7, Synergy_HSA=4.87.